This data is from CYP3A4 inhibition data for predicting drug metabolism from PubChem BioAssay. The task is: Regression/Classification. Given a drug SMILES string, predict its absorption, distribution, metabolism, or excretion properties. Task type varies by dataset: regression for continuous measurements (e.g., permeability, clearance, half-life) or binary classification for categorical outcomes (e.g., BBB penetration, CYP inhibition). Dataset: cyp3a4_veith. The molecule is COc1ccc(/C=N/Nc2nonc2N)cc1. The result is 0 (non-inhibitor).